From a dataset of Reaction yield outcomes from USPTO patents with 853,638 reactions. Predict the reaction yield, written as a fraction of the theoretical maximum amount of product (1.0 means a 100% yield; for example, 0.34 means a 34% yield). The reactants are [CH2:1]([NH:8][C:9]1[N:17]=[C:16]([Cl:18])[CH:15]=[CH:14][C:10]=1[C:11]([NH2:13])=O)[C:2]1[CH:7]=[CH:6][CH:5]=[CH:4][CH:3]=1.N1C=CC=CC=1.O=P(Cl)(Cl)Cl.[OH-].[Na+]. The catalyst is C(#N)C.CCOC(C)=O. The product is [CH2:1]([NH:8][C:9]1[N:17]=[C:16]([Cl:18])[CH:15]=[CH:14][C:10]=1[C:11]#[N:13])[C:2]1[CH:3]=[CH:4][CH:5]=[CH:6][CH:7]=1. The yield is 0.420.